The task is: Predict the reaction yield, written as a fraction of the theoretical maximum amount of product (1.0 means a 100% yield; for example, 0.34 means a 34% yield).. This data is from Reaction yield outcomes from USPTO patents with 853,638 reactions. (1) The reactants are [CH3:1][O:2][C:3]1[C:12]([NH:13][C:14](=[O:18])OCC)=[N:11][C:10]2[C:5](=[CH:6][CH:7]=[C:8]([CH3:19])[CH:9]=2)[N:4]=1.[CH3:20][O:21][C:22]1[CH:27]=[CH:26][C:25]([N:28]2[CH2:33][CH2:32][NH:31][CH2:30][CH2:29]2)=[CH:24][CH:23]=1. No catalyst specified. The product is [CH3:1][O:2][C:3]1[C:12]([NH:13][C:14]([N:31]2[CH2:30][CH2:29][N:28]([C:25]3[CH:24]=[CH:23][C:22]([O:21][CH3:20])=[CH:27][CH:26]=3)[CH2:33][CH2:32]2)=[O:18])=[N:11][C:10]2[C:5](=[CH:6][CH:7]=[C:8]([CH3:19])[CH:9]=2)[N:4]=1. The yield is 0.800. (2) The reactants are [C:1]([C:3]([O:5][CH2:6][CH3:7])=[O:4])#[N:2].C1(N=[CH:15][C:16]2[O:17][CH:18]=[CH:19][C:20]=2[CH3:21])C=CC=CC=1.ClC(OCC)=O. The catalyst is C1(C)C(C)=CC=CC=1. The product is [CH2:6]([O:5][C:3]([C:1]1[CH:21]=[C:20]2[CH:19]=[CH:18][O:17][C:16]2=[CH:15][N:2]=1)=[O:4])[CH3:7]. The yield is 0.523. (3) The reactants are [C:1]([C:5]1[CH:6]=[C:7]2[C:12](=[C:13]([F:15])[CH:14]=1)[C:11](=[O:16])[N:10]([C:17]1[CH:27]=[CH:26][CH:25]=[C:24]([C:28]3[CH:33]=[C:32]([NH:34][C:35]4[CH:40]=[CH:39][C:38]([CH2:41][N:42]5[CH2:47][CH2:46][N:45]([CH3:48])[CH2:44][CH2:43]5)=[CH:37][N:36]=4)[C:31](=[O:49])[N:30]([CH3:50])[N:29]=3)[C:18]=1[CH2:19][O:20]C(=O)C)[N:9]=[CH:8]2)([CH3:4])([CH3:3])[CH3:2].C(=O)([O-])[O-].[K+].[K+].O. The catalyst is CO. The product is [C:1]([C:5]1[CH:6]=[C:7]2[C:12](=[C:13]([F:15])[CH:14]=1)[C:11](=[O:16])[N:10]([C:17]1[CH:27]=[CH:26][CH:25]=[C:24]([C:28]3[CH:33]=[C:32]([NH:34][C:35]4[CH:40]=[CH:39][C:38]([CH2:41][N:42]5[CH2:47][CH2:46][N:45]([CH3:48])[CH2:44][CH2:43]5)=[CH:37][N:36]=4)[C:31](=[O:49])[N:30]([CH3:50])[N:29]=3)[C:18]=1[CH2:19][OH:20])[N:9]=[CH:8]2)([CH3:4])([CH3:2])[CH3:3]. The yield is 0.862. (4) The reactants are [Br:1][C:2]1[CH:3]=[C:4]([C:8](=O)[CH3:9])[CH:5]=[CH:6][CH:7]=1.[C:11](OC)(=O)[C:12]([O:14][CH3:15])=[O:13].[H-].[Na+].C(O)(=O)C.O.[NH2:26][NH2:27]. The catalyst is CN(C=O)C.CCOC(C)=O.O.[Cl-].[Na+].O. The product is [Br:1][C:2]1[CH:3]=[C:4]([C:8]2[CH:9]=[C:11]([C:12]([O:14][CH3:15])=[O:13])[NH:27][N:26]=2)[CH:5]=[CH:6][CH:7]=1. The yield is 0.462.